Dataset: Reaction yield outcomes from USPTO patents with 853,638 reactions. Task: Predict the reaction yield, written as a fraction of the theoretical maximum amount of product (1.0 means a 100% yield; for example, 0.34 means a 34% yield). (1) The reactants are [NH2:1][C:2]1[CH:11]=[CH:10][CH:9]=[C:8]2[C:3]=1[CH:4]=[CH:5][CH:6]=[N:7]2.C(N(CC)CC)C.[C:19](Cl)(=[O:22])[CH:20]=[CH2:21].O. The yield is 0.360. The product is [N:7]1[C:8]2[C:3](=[C:2]([NH:1][C:19](=[O:22])[CH:20]=[CH2:21])[CH:11]=[CH:10][CH:9]=2)[CH:4]=[CH:5][CH:6]=1. The catalyst is ClCCl. (2) The yield is 0.790. The catalyst is CO. The product is [C:1]([O:9][CH2:10][C:11]1[S:12][CH:13]=[C:14](/[CH:16]=[CH:17]/[C:18]2[C:19]([OH:29])=[N:20][N:21]([C:23]3[CH:24]=[CH:25][CH:26]=[CH:27][CH:28]=3)[CH:22]=2)[N:15]=1)(=[O:8])[C:2]1[CH:7]=[CH:6][CH:5]=[CH:4][CH:3]=1. The reactants are [C:1]([O:9][CH2:10][C:11]1[S:12][CH:13]=[C:14](/[CH:16]=[CH:17]/[C:18]2[C:19]([O:29]COC)=[N:20][N:21]([C:23]3[CH:28]=[CH:27][CH:26]=[CH:25][CH:24]=3)[CH:22]=2)[N:15]=1)(=[O:8])[C:2]1[CH:7]=[CH:6][CH:5]=[CH:4][CH:3]=1.Cl. (3) The reactants are [CH3:1][C:2]([CH3:19])([CH2:8][C:9]1[CH:18]=[CH:17][C:16]2[C:11](=[CH:12][CH:13]=[CH:14][CH:15]=2)[CH:10]=1)[C:3]([O:5]CC)=[O:4].Cl. The catalyst is O1CCOCC1.[OH-].[Na+].C(OCC)(=O)C. The product is [CH3:1][C:2]([CH3:19])([CH2:8][C:9]1[CH:18]=[CH:17][C:16]2[C:11](=[CH:12][CH:13]=[CH:14][CH:15]=2)[CH:10]=1)[C:3]([OH:5])=[O:4]. The yield is 0.400. (4) The reactants are [CH2:1]([O:3][CH:4]([O:13][CH2:14][CH3:15])[C:5]1[CH:6]=[CH:7][C:8]([CH:11]=[O:12])=[N:9][CH:10]=1)[CH3:2].C1(C)C=CC(S([CH2:25][N+:26]#[C-:27])(=O)=O)=CC=1.C(=O)([O-])[O-].[K+].[K+].O. The catalyst is CO. The product is [CH2:14]([O:13][CH:4]([O:3][CH2:1][CH3:2])[C:5]1[CH:6]=[CH:7][C:8]([C:11]2[O:12][CH:27]=[N:26][CH:25]=2)=[N:9][CH:10]=1)[CH3:15]. The yield is 0.920. (5) The reactants are [Br:1][C:2]1[CH:7]=[C:6]([Cl:8])[C:5]([S:9](Cl)(=[O:11])=[O:10])=[C:4]([Cl:13])[CH:3]=1.[CH3:14][C:15]1[C:20]([NH2:21])=[CH:19][CH:18]=[CH:17][N:16]=1. The catalyst is N1C=CC=CC=1. The product is [Br:1][C:2]1[CH:7]=[C:6]([Cl:8])[C:5]([S:9]([NH:21][C:20]2[C:15]([CH3:14])=[N:16][CH:17]=[CH:18][CH:19]=2)(=[O:11])=[O:10])=[C:4]([Cl:13])[CH:3]=1. The yield is 0.650. (6) The reactants are [C:1]([O:5][C:6]([N:8]1[C:16]2[CH:15]=[C:14](Cl)[N:13]=[CH:12][C:11]=2[C:10]([CH3:19])([CH3:18])[CH2:9]1)=[O:7])([CH3:4])([CH3:3])[CH3:2].[Cl-].[CH3:21][Zn+]. No catalyst specified. The product is [C:1]([O:5][C:6]([N:8]1[C:16]2[CH:15]=[C:14]([CH3:21])[N:13]=[CH:12][C:11]=2[C:10]([CH3:19])([CH3:18])[CH2:9]1)=[O:7])([CH3:4])([CH3:3])[CH3:2]. The yield is 0.550. (7) The reactants are Br[C:2]1[CH:7]=[CH:6][C:5]([S:8]([NH:11][CH2:12][CH:13]2[CH2:15][CH2:14]2)(=[O:10])=[O:9])=[C:4]([F:16])[CH:3]=1.[C:17]([C:19]1[N:23]([CH3:24])[C:22](B(O)O)=[CH:21][CH:20]=1)#[N:18].[F-].[K+].C(P(C(C)(C)C)C(C)(C)C)(C)(C)C. The catalyst is C1C=CC(/C=C/C(/C=C/C2C=CC=CC=2)=O)=CC=1.C1C=CC(/C=C/C(/C=C/C2C=CC=CC=2)=O)=CC=1.C1C=CC(/C=C/C(/C=C/C2C=CC=CC=2)=O)=CC=1.[Pd].[Pd]. The product is [C:17]([C:19]1[N:23]([CH3:24])[C:22]([C:2]2[CH:7]=[CH:6][C:5]([S:8]([NH:11][CH2:12][CH:13]3[CH2:15][CH2:14]3)(=[O:10])=[O:9])=[C:4]([F:16])[CH:3]=2)=[CH:21][CH:20]=1)#[N:18]. The yield is 0.100. (8) The reactants are C([Cl:4])(=O)C.[N:5]1[CH:10]=[CH:9][C:8]([N:11]2[CH2:15][CH2:14][C:13]3([CH2:20][CH2:19][N:18](C(OC(C)(C)C)=O)[CH2:17][CH2:16]3)[CH2:12]2)=[CH:7][CH:6]=1. The catalyst is C(O)C. The product is [ClH:4].[ClH:4].[N:5]1[CH:6]=[CH:7][C:8]([N:11]2[CH2:15][CH2:14][C:13]3([CH2:20][CH2:19][NH:18][CH2:17][CH2:16]3)[CH2:12]2)=[CH:9][CH:10]=1. The yield is 0.980. (9) The reactants are [S:1]1[CH:5]=[CH:4][CH:3]=[C:2]1[S:6][CH2:7][CH2:8][CH2:9][NH:10][C:11](=[O:13])[CH3:12].C1C(=O)N([Br:21])C(=O)C1. The catalyst is CN(C=O)C. The product is [Br:21][C:5]1[S:1][C:2]([S:6][CH2:7][CH2:8][CH2:9][NH:10][C:11](=[O:13])[CH3:12])=[CH:3][CH:4]=1. The yield is 0.468. (10) The reactants are [NH2:1][CH:2]([CH:4]1[CH2:9][CH2:8][N:7]([C:10]([O:12][C:13]([CH3:16])([CH3:15])[CH3:14])=[O:11])[CH2:6][CH2:5]1)[CH3:3].[Br:17][C:18]1[CH:23]=[CH:22][CH:21]=[CH:20][C:19]=1[CH:24]([C:29](=O)[CH3:30])[C:25]([O:27][CH3:28])=[O:26].CC(O)=O. The catalyst is CCO. The product is [Br:17][C:18]1[CH:23]=[CH:22][CH:21]=[CH:20][C:19]=1[C:24]([C:25]([O:27][CH3:28])=[O:26])=[C:29]([NH:1][CH:2]([CH:4]1[CH2:5][CH2:6][N:7]([C:10]([O:12][C:13]([CH3:15])([CH3:14])[CH3:16])=[O:11])[CH2:8][CH2:9]1)[CH3:3])[CH3:30]. The yield is 0.491.